Regression/Classification. Given a drug SMILES string, predict its absorption, distribution, metabolism, or excretion properties. Task type varies by dataset: regression for continuous measurements (e.g., permeability, clearance, half-life) or binary classification for categorical outcomes (e.g., BBB penetration, CYP inhibition). Dataset: cyp2c9_veith. From a dataset of CYP2C9 inhibition data for predicting drug metabolism from PubChem BioAssay. (1) The molecule is COc1cccc(-c2cc(NCc3ccc(OC)cc3OC)ncn2)c1. The result is 0 (non-inhibitor). (2) The molecule is CCc1ccc(-c2csc(NC(=O)C3CCCO3)c2C(=O)OC(C)C)cc1. The result is 1 (inhibitor). (3) The molecule is CCOc1ccc(CCNC(=O)C2CC(=O)N(C3CCCC3)C2)cc1OCC. The result is 0 (non-inhibitor). (4) The drug is CCCN1CC[C@@H]2c3cc(O)ccc3CC[C@H]21. The result is 0 (non-inhibitor). (5) The molecule is Cc1ccc2oc(-c3ccc(C)c(NC(=O)Cc4cccs4)c3)nc2c1. The result is 0 (non-inhibitor). (6) The drug is Br.CC(NC1=NCCCCC1)c1ccccc1. The result is 0 (non-inhibitor).